From a dataset of Peptide-MHC class I binding affinity with 185,985 pairs from IEDB/IMGT. Regression. Given a peptide amino acid sequence and an MHC pseudo amino acid sequence, predict their binding affinity value. This is MHC class I binding data. (1) The peptide sequence is SVFEGIRAY. The MHC is HLA-B83:01 with pseudo-sequence HLA-B83:01. The binding affinity (normalized) is 0.213. (2) The peptide sequence is QTVEDEARRM. The MHC is HLA-A02:02 with pseudo-sequence HLA-A02:02. The binding affinity (normalized) is 0.